Dataset: Catalyst prediction with 721,799 reactions and 888 catalyst types from USPTO. Task: Predict which catalyst facilitates the given reaction. Reactant: [F:1][C:2]1([F:17])[CH2:5][CH:4]([NH:6][C:7]2[N:15]=[CH:14][C:13]([F:16])=[CH:12][C:8]=2[C:9]([OH:11])=O)[CH2:3]1.[CH3:18][C:19]([NH2:23])([C:21]#[CH:22])[CH3:20].CCN=C=NCCCN(C)C.C1C=CC2N(O)N=NC=2C=1.CCN(C(C)C)C(C)C. Product: [F:17][C:2]1([F:1])[CH2:3][CH:4]([NH:6][C:7]2[N:15]=[CH:14][C:13]([F:16])=[CH:12][C:8]=2[C:9]([NH:23][C:19]([CH3:20])([C:21]#[CH:22])[CH3:18])=[O:11])[CH2:5]1. The catalyst class is: 2.